From a dataset of Full USPTO retrosynthesis dataset with 1.9M reactions from patents (1976-2016). Predict the reactants needed to synthesize the given product. (1) Given the product [Cl:22][C:2]1[C:11]2[C:6](=[C:7]([F:14])[C:8]([F:13])=[C:9]([F:12])[CH:10]=2)[N:5]=[CH:4][C:3]=1[C:15]([O:17][CH2:18][CH3:19])=[O:16], predict the reactants needed to synthesize it. The reactants are: O[C:2]1[C:11]2[C:6](=[C:7]([F:14])[C:8]([F:13])=[C:9]([F:12])[CH:10]=2)[N:5]=[CH:4][C:3]=1[C:15]([O:17][CH2:18][CH3:19])=[O:16].O=P(Cl)(Cl)[Cl:22]. (2) The reactants are: [F:1][C:2]1[CH:7]=[CH:6][C:5]([C:8]2[CH:13]=[CH:12][C:11]([N:14]3[CH:18]=[C:17]([NH:19][C:20]([NH2:22])=[O:21])[C:16]([C:23]([NH2:25])=[O:24])=[N:15]3)=[CH:10][C:9]=2[CH3:26])=[C:4]([OH:27])[CH:3]=1.Br[CH2:29][C:30]([NH2:32])=[O:31].C(=O)([O-])[O-].[K+].[K+]. Given the product [C:30]([CH2:29][O:27][C:4]1[CH:3]=[C:2]([F:1])[CH:7]=[CH:6][C:5]=1[C:8]1[CH:13]=[CH:12][C:11]([N:14]2[CH:18]=[C:17]([NH:19][C:20]([NH2:22])=[O:21])[C:16]([C:23]([NH2:25])=[O:24])=[N:15]2)=[CH:10][C:9]=1[CH3:26])(=[O:31])[NH2:32], predict the reactants needed to synthesize it. (3) Given the product [CH2:1]([N:5]1[C:9]2([CH2:14][CH2:13][N:12]([C:23]([O:25][C:26]([CH3:29])([CH3:28])[CH3:27])=[O:24])[CH2:11][CH2:10]2)[C:8](=[O:15])[NH:7][C:6]1=[O:16])[CH2:2][CH2:3][CH3:4], predict the reactants needed to synthesize it. The reactants are: [CH2:1]([N:5]1[C:9]2([CH2:14][CH2:13][NH:12][CH2:11][CH2:10]2)[C:8](=[O:15])[NH:7][C:6]1=[O:16])[CH2:2][CH2:3][CH3:4].C(=O)([O-])[O-].[K+].[K+].[C:23](OC([O-])=O)([O:25][C:26]([CH3:29])([CH3:28])[CH3:27])=[O:24].Cl. (4) Given the product [F:1][C@H:2]1[C@@H:7]([OH:8])[CH2:6][CH2:5][N:4]([C:9]2[N:14]=[C:13]([NH:15][C:16]3[N:21]=[CH:20][C:19]4[N:22]=[C:23]([C@H:31]([OH:33])[CH3:32])[N:24]([C@@H:25]([CH3:30])[C:26]([F:29])([F:28])[F:27])[C:18]=4[CH:17]=3)[CH:12]=[CH:11][N:10]=2)[CH2:3]1, predict the reactants needed to synthesize it. The reactants are: [F:1][C@H:2]1[C@@H:7]([OH:8])[CH2:6][CH2:5][N:4]([C:9]2[N:14]=[C:13]([NH:15][C:16]3[N:21]=[CH:20][C:19]4[N:22]=[C:23]([C@H:31]([O:33]C5CCCCO5)[CH3:32])[N:24]([C@@H:25]([CH3:30])[C:26]([F:29])([F:28])[F:27])[C:18]=4[CH:17]=3)[CH:12]=[CH:11][N:10]=2)[CH2:3]1. (5) Given the product [Br:8][C:4]1[CH:3]=[C:2]([C:15]2[CH:16]=[N:17][CH:18]=[CH:19][CH:20]=2)[CH:7]=[CH:6][CH:5]=1, predict the reactants needed to synthesize it. The reactants are: Br[C:2]1[CH:7]=[CH:6][CH:5]=[C:4]([Br:8])[CH:3]=1.B1([C:15]2[CH:20]=[CH:19][CH:18]=[N:17][CH:16]=2)OCCCO1.C([O-])([O-])=O.[Na+].[Na+]. (6) Given the product [P:2]([O-:6])([O-:5])([O-:4])=[O:3].[Na+:22].[Na+:22].[Na+:22].[P:17](=[O:18])([OH:21])([OH:20])[OH:19], predict the reactants needed to synthesize it. The reactants are: Cl.[P:2](=[O:6])([OH:5])([OH:4])[OH:3].O.O.O.O.O.O.O.O.O.O.[P:17]([O-:21])([O-:20])([O-:19])=[O:18].[Na+:22].[Na+].[Na+].P([O-])([O-])([O-])=O.[Si](=O)=O.